Dataset: Reaction yield outcomes from USPTO patents with 853,638 reactions. Task: Predict the reaction yield, written as a fraction of the theoretical maximum amount of product (1.0 means a 100% yield; for example, 0.34 means a 34% yield). (1) The reactants are C[O:2][C:3]1[C:4]([CH2:10][N:11]2[CH2:16][CH2:15][CH:14]([C:17](=[O:26])[CH2:18][C:19]3[CH:24]=[CH:23][CH:22]=[CH:21][C:20]=3[F:25])[CH2:13][CH2:12]2)=[N:5][CH:6]=[C:7]([CH3:9])[N:8]=1.O. The catalyst is ClCCl.I[Si](C)(C)C. The product is [F:25][C:20]1[CH:21]=[CH:22][CH:23]=[CH:24][C:19]=1[CH2:18][C:17]([CH:14]1[CH2:13][CH2:12][N:11]([CH2:10][C:4]2[C:3](=[O:2])[NH:8][C:7]([CH3:9])=[CH:6][N:5]=2)[CH2:16][CH2:15]1)=[O:26]. The yield is 0.270. (2) The reactants are [CH2:1]([O:8][C:9]1[CH:17]=[C:16]([O:18][CH2:19][C:20]2[CH:25]=[CH:24][CH:23]=[CH:22][CH:21]=2)[C:15]([C:26]([CH3:28])=[CH2:27])=[CH:14][C:10]=1[C:11]([OH:13])=O)[C:2]1[CH:7]=[CH:6][CH:5]=[CH:4][CH:3]=1.C(N(C(C)C)CC)(C)C.F[P-](F)(F)(F)(F)F.Br[P+](N1CCCC1)(N1CCCC1)N1CCCC1.[N:62]1([CH2:68][CH2:69][CH2:70][O:71][C:72]2[CH:80]=[CH:79][CH:78]=[C:77]3[C:73]=2[CH2:74][NH:75][CH2:76]3)[CH2:67][CH2:66][O:65][CH2:64][CH2:63]1. The catalyst is C(Cl)Cl.C(OCC)(=O)C. The product is [CH2:1]([O:8][C:9]1[CH:17]=[C:16]([O:18][CH2:19][C:20]2[CH:21]=[CH:22][CH:23]=[CH:24][CH:25]=2)[C:15]([C:26]([CH3:28])=[CH2:27])=[CH:14][C:10]=1[C:11]([N:75]1[CH2:74][C:73]2[C:77](=[CH:78][CH:79]=[CH:80][C:72]=2[O:71][CH2:70][CH2:69][CH2:68][N:62]2[CH2:67][CH2:66][O:65][CH2:64][CH2:63]2)[CH2:76]1)=[O:13])[C:2]1[CH:3]=[CH:4][CH:5]=[CH:6][CH:7]=1. The yield is 1.00. (3) The reactants are [CH3:1][C:2]1[S:6][C:5]([C:7]2[CH:12]=[CH:11][N:10]=[CH:9][CH:8]=2)=[N:4][C:3]=1[OH:13].[H-].[Na+].C1C=CC(N([S:23]([C:26]([F:29])([F:28])[F:27])(=[O:25])=[O:24])[S:23]([C:26]([F:29])([F:28])[F:27])(=[O:25])=[O:24])=CC=1.O. The catalyst is C1COCC1. The product is [CH3:1][C:2]1[S:6][C:5]([C:7]2[CH:12]=[CH:11][N:10]=[CH:9][CH:8]=2)=[N:4][C:3]=1[O:13][S:23]([C:26]([F:29])([F:28])[F:27])(=[O:25])=[O:24]. The yield is 0.670. (4) The yield is 0.320. The catalyst is C1COCC1.O.CCOC(C)=O.CCCCCCC. The product is [F:1][C:2]1[N:7]=[C:6]([N:8]2[C@@H:12]([C@H:13]([F:18])[CH3:14])[CH2:11][O:10][C:9]2=[O:16])[C:5]([F:17])=[CH:4][N:3]=1. The reactants are [F:1][C:2]1[N:7]=[C:6]([N:8]2[C@@H:12]([C@@H:13](O)[CH3:14])[CH2:11][O:10][C:9]2=[O:16])[C:5]([F:17])=[CH:4][N:3]=1.[F:18]C(F)(S(F)(=O)=O)C(F)(F)C(F)(F)C(F)(F)F.F.F.F.C(N(CC)CC)C.C(N(CC)CC)C. (5) The reactants are [C:1]([C:7]1[CH:16]=[CH:15][C:14]2[C:13]([NH:17][CH2:18][CH2:19][CH2:20][CH2:21][CH3:22])=[C:12]([C:23]#[C:24][CH2:25][CH2:26][CH2:27][CH3:28])[CH:11]=[CH:10][C:9]=2[C:8]=1[NH:29][CH2:30][CH2:31][CH2:32][CH2:33][CH3:34])#[C:2][CH2:3][CH2:4][CH2:5][CH3:6].[OH-].[K+]. The catalyst is CS(C)=O. The product is [CH2:25]([C:24]1[N:17]([CH2:18][CH2:19][CH2:20][CH2:21][CH3:22])[C:13]2[C:14]3[CH:15]=[CH:16][C:7]4[CH:1]=[C:2]([CH2:3][CH2:4][CH2:5][CH3:6])[N:29]([CH2:30][CH2:31][CH2:32][CH2:33][CH3:34])[C:8]=4[C:9]=3[CH:10]=[CH:11][C:12]=2[CH:23]=1)[CH2:26][CH2:27][CH3:28]. The yield is 0.700. (6) The reactants are [NH2:1][C:2]1[C:15]2[C:14](=[O:16])[C:13]([C:17]#[N:18])=[CH:12][N:7]3[C@@H:8]([CH3:11])[CH2:9][O:10][C:5]([C:6]=23)=[C:4](F)[C:3]=1[F:20].[N:21]1([C@H:26]2[CH2:30][CH2:29][C@H:28]([NH2:31])[CH2:27]2)[CH:25]=[CH:24][CH:23]=[N:22]1.C(N(C(C)C)CC)(C)C. The catalyst is CS(C)=O. The product is [NH2:1][C:2]1[C:15]2[C:14](=[O:16])[C:13]([C:17]#[N:18])=[CH:12][N:7]3[C@@H:8]([CH3:11])[CH2:9][O:10][C:5]([C:6]=23)=[C:4]([NH:31][C@H:28]2[CH2:29][CH2:30][C@H:26]([N:21]3[CH:25]=[CH:24][CH:23]=[N:22]3)[CH2:27]2)[C:3]=1[F:20]. The yield is 0.150.